This data is from Catalyst prediction with 721,799 reactions and 888 catalyst types from USPTO. The task is: Predict which catalyst facilitates the given reaction. (1) Reactant: [C:1]([O:4][CH2:5][C:6](=O)[NH:7][NH:8][C:9]([C:11]1[N:12]=[N:13][C:14]([N:17]2[CH2:20][CH:19]([CH2:21][C:22]3[CH:27]=[CH:26][CH:25]=[CH:24][C:23]=3[C:28]([F:31])([F:30])[F:29])[CH2:18]2)=[CH:15][CH:16]=1)=[O:10])(=[O:3])[CH3:2].CC[N+](S(N=C(OC)[O-])(=O)=O)(CC)CC.C(OCC)(=O)C.OP([O-])(O)=O.[K+]. Product: [C:1]([O:4][CH2:5][C:6]1[O:10][C:9]([C:11]2[N:12]=[N:13][C:14]([N:17]3[CH2:20][CH:19]([CH2:21][C:22]4[CH:27]=[CH:26][CH:25]=[CH:24][C:23]=4[C:28]([F:29])([F:30])[F:31])[CH2:18]3)=[CH:15][CH:16]=2)=[N:8][N:7]=1)(=[O:3])[CH3:2]. The catalyst class is: 1. (2) Product: [Cl:34][C:13]1[CH:14]=[C:15]([NH:16][S:17]([C:20]2[CH:25]=[CH:24][C:23]([CH3:26])=[C:22]([C:27]([F:30])([F:29])[F:28])[CH:21]=2)(=[O:19])=[O:18])[C:10]([C:8]([C:6]2[CH:5]=[CH:4][N:3]=[C:2]([NH:1][S:36]([CH3:35])(=[O:38])=[O:37])[CH:7]=2)=[O:9])=[N:11][CH:12]=1. Reactant: [NH2:1][C:2]1[CH:7]=[C:6]([C:8]([C:10]2[C:15]([N:16](COC)[S:17]([C:20]3[CH:25]=[CH:24][C:23]([CH3:26])=[C:22]([C:27]([F:30])([F:29])[F:28])[CH:21]=3)(=[O:19])=[O:18])=[CH:14][C:13]([Cl:34])=[CH:12][N:11]=2)=[O:9])[CH:5]=[CH:4][N:3]=1.[CH3:35][S:36](Cl)(=[O:38])=[O:37]. The catalyst class is: 17. (3) Reactant: [NH2:1][C:2]1[C:3]([CH3:21])=[C:4]2[C:8](=[CH:9][C:10]=1[NH2:11])[C:7](=[O:12])[N:6]([CH:13]1[CH2:18][CH2:17][N:16]([CH3:19])[CH2:15][CH2:14]1)[C:5]2=[O:20].CC(O)=O.[I:26][C:27]1[C:32]([CH:33]=O)=[C:31]([O:35][CH3:36])[N:30]=[CH:29][CH:28]=1. Product: [I:26][C:27]1[CH:28]=[CH:29][N:30]=[C:31]([O:35][CH3:36])[C:32]=1[C:33]1[NH:11][C:10]2[C:2]([N:1]=1)=[C:3]([CH3:21])[C:4]1[C:5](=[O:20])[N:6]([CH:13]3[CH2:14][CH2:15][N:16]([CH3:19])[CH2:17][CH2:18]3)[C:7](=[O:12])[C:8]=1[CH:9]=2. The catalyst class is: 5. (4) Product: [F:30][C:24]1[CH:25]=[C:26]([I:29])[CH:27]=[CH:28][C:23]=1[NH:22][C:10]1[S:11][C:12]2[C:13](=[O:21])[NH:14][CH2:15][C:16]([CH3:20])([CH3:19])[CH2:17][C:18]=2[C:9]=1[C:7]([OH:8])=[O:6]. The catalyst class is: 20. Reactant: O.[OH-].[Li+].C([O:6][C:7]([C:9]1[C:18]2[CH2:17][C:16]([CH3:20])([CH3:19])[CH2:15][NH:14][C:13](=[O:21])[C:12]=2[S:11][C:10]=1[NH:22][C:23]1[CH:28]=[CH:27][C:26]([I:29])=[CH:25][C:24]=1[F:30])=[O:8])C. (5) Reactant: [F:1][C:2]([F:9])([F:8])[C:3]1[CH:7]=[CH:6][NH:5][N:4]=1.F[C:11]1[CH:18]=[CH:17][C:14]([CH:15]=[O:16])=[CH:13][CH:12]=1.C(=O)([O-])[O-].[K+].[K+].O. Product: [F:1][C:2]([F:9])([F:8])[C:3]1[CH:7]=[CH:6][N:5]([C:11]2[CH:18]=[CH:17][C:14]([CH:15]=[O:16])=[CH:13][CH:12]=2)[N:4]=1. The catalyst class is: 9. (6) Reactant: Br[C:2]1[CH:7]=[CH:6][C:5]([S:8]([O:11][CH2:12][CH:13]([CH3:15])[CH3:14])(=[O:10])=[O:9])=[CH:4][CH:3]=1.C([O:19][B:20](OC(C)C)[O:21]C(C)C)(C)C.C([Li])CCC. Product: [CH2:12]([O:11][S:8]([C:5]1[CH:6]=[CH:7][C:2]([B:20]([OH:21])[OH:19])=[CH:3][CH:4]=1)(=[O:10])=[O:9])[CH:13]([CH3:15])[CH3:14]. The catalyst class is: 1. (7) Reactant: CCN(C(C)C)C(C)C.[CH3:10][O:11][C:12]1[CH:17]=[CH:16][CH:15]=[CH:14][C:13]=1[C:18]1[NH:22][N:21]=[C:20]([C:23]([NH:25][CH2:26][C:27]([OH:29])=O)=[O:24])[CH:19]=1.C1(C2NN=C(C(NCC(O)=O)=O)C=2)C=CC=CC=1.COC1C=CC=CC=1C(=O)C.C1C=CC2N(O)N=NC=2C=1.CCN=C=NCCCN(C)C.Cl.Cl.Cl.[Cl:83][C:84]1[CH:89]=[CH:88][CH:87]=[CH:86][C:85]=1[NH:90][CH:91]1[CH2:96][CH2:95][NH:94][CH2:93][CH2:92]1. Product: [Cl:83][C:84]1[CH:89]=[CH:88][CH:87]=[CH:86][C:85]=1[NH:90][CH:91]1[CH2:96][CH2:95][N:94]([C:27](=[O:29])[CH2:26][NH:25][C:23]([C:20]2[CH:19]=[C:18]([C:13]3[CH:14]=[CH:15][CH:16]=[CH:17][C:12]=3[O:11][CH3:10])[NH:22][N:21]=2)=[O:24])[CH2:93][CH2:92]1. The catalyst class is: 18.